This data is from Forward reaction prediction with 1.9M reactions from USPTO patents (1976-2016). The task is: Predict the product of the given reaction. (1) Given the reactants [NH2:1][C@H:2]1[CH2:6][CH2:5][C@H:4]([C:7]2[O:11][N:10]=[C:9]([C:12]([C:14]3[CH:19]=[CH:18][CH:17]=[CH:16][CH:15]=3)=[O:13])[N:8]=2)[CH2:3]1.CCN(C(C)C)C(C)C.Cl[C:30]1[N:35]=[CH:34][N:33]=[C:32]2[N:36](C3CCCCO3)[N:37]=[CH:38][C:31]=12.Cl, predict the reaction product. The product is: [C:14]1([C:12]([C:9]2[N:8]=[C:7]([C@H:4]3[CH2:5][CH2:6][C@H:2]([NH:1][C:30]4[N:35]=[CH:34][N:33]=[C:32]5[NH:36][N:37]=[CH:38][C:31]=45)[CH2:3]3)[O:11][N:10]=2)=[O:13])[CH:19]=[CH:18][CH:17]=[CH:16][CH:15]=1. (2) Given the reactants [Cl:1][C:2]1[CH:3]=[CH:4][C:5]2[N:11]3[C:12]([C:15]([Cl:18])([F:17])[F:16])=[N:13][N:14]=[C:10]3[C@@H:9]([CH2:19][C:20]([O:22]CC)=[O:21])[O:8][C@H:7]([C:25]3[CH:30]=[CH:29][CH:28]=[C:27]([O:31][CH3:32])[C:26]=3[O:33][CH3:34])[C:6]=2[CH:35]=1.Cl, predict the reaction product. The product is: [Cl:1][C:2]1[CH:3]=[CH:4][C:5]2[N:11]3[C:12]([C:15]([Cl:18])([F:17])[F:16])=[N:13][N:14]=[C:10]3[C@@H:9]([CH2:19][C:20]([OH:22])=[O:21])[O:8][C@H:7]([C:25]3[CH:30]=[CH:29][CH:28]=[C:27]([O:31][CH3:32])[C:26]=3[O:33][CH3:34])[C:6]=2[CH:35]=1.